From a dataset of Full USPTO retrosynthesis dataset with 1.9M reactions from patents (1976-2016). Predict the reactants needed to synthesize the given product. (1) Given the product [CH3:62][C:60]1[N:59]([CH3:63])[C:56]2=[N:57][CH:58]=[C:53]([NH:52][C:19]([C:6]3[N:7]([CH2:11][C:12]4[CH:17]=[CH:16][CH:15]=[C:14]([F:18])[CH:13]=4)[C:8]4[C:4]([CH:5]=3)=[CH:3][C:2]([F:1])=[CH:10][CH:9]=4)=[O:21])[CH:54]=[C:55]2[N:61]=1, predict the reactants needed to synthesize it. The reactants are: [F:1][C:2]1[CH:3]=[C:4]2[C:8](=[CH:9][CH:10]=1)[N:7]([CH2:11][C:12]1[CH:17]=[CH:16][CH:15]=[C:14]([F:18])[CH:13]=1)[C:6]([C:19]([OH:21])=O)=[CH:5]2.Cl.CN(C)CCCN=C=NCC.ON1C2C=CC=CC=2N=N1.C(N(CC)CC)C.Cl.[NH2:52][C:53]1[CH:54]=[C:55]2[N:61]=[C:60]([CH3:62])[N:59]([CH3:63])[C:56]2=[N:57][CH:58]=1. (2) The reactants are: [CH3:1][O:2][C:3](=[O:23])[CH:4]([C@@H:6]1[C:14]2[C:9](=[CH:10][CH:11]=[CH:12][CH:13]=2)[CH2:8][C@H:7]1[NH:15]C(OC(C)(C)C)=O)[CH3:5].[ClH:24]. Given the product [ClH:24].[CH3:1][O:2][C:3](=[O:23])[CH:4]([C@@H:6]1[C:14]2[C:9](=[CH:10][CH:11]=[CH:12][CH:13]=2)[CH2:8][C@H:7]1[NH2:15])[CH3:5], predict the reactants needed to synthesize it. (3) Given the product [Cl:25][C:23]1[CH:22]=[N:21][N:20]([CH3:24])[C:19]=1[C:14]1[CH:13]=[C:12]([NH:11][C:9]([NH:8][C:5]2[CH:4]=[CH:3][C:2]([Cl:1])=[CH:7][CH:6]=2)=[O:10])[CH:17]=[CH:16][C:15]=1[OH:18], predict the reactants needed to synthesize it. The reactants are: [Cl:1][C:2]1[CH:7]=[CH:6][C:5]([NH:8][C:9]([NH:11][C:12]2[CH:17]=[CH:16][C:15]([OH:18])=[C:14]([C:19]3[N:20]([CH3:24])[N:21]=[CH:22][CH:23]=3)[CH:13]=2)=[O:10])=[CH:4][CH:3]=1.[Cl:25]N1C(=O)CCC1=O.[O-]S([O-])(=S)=O.[Na+].[Na+].C([O-])(O)=O.[Na+]. (4) Given the product [F:46][C:47]([F:60])([F:59])[S:48]([O:14][C:11]1[CH:12]=[CH:13][C:8]([N:7]([C:2]2[CH:3]=[CH:4][CH:5]=[CH:6][C:1]=2[C:34]2[CH:35]=[CH:36][CH:37]=[CH:38][CH:39]=2)[C:15]2[C:20]3[O:21][C:22]4[C:27]([CH:28]5[CH2:29][CH2:30][CH2:31][CH2:32][CH2:33]5)=[CH:26][CH:25]=[CH:24][C:23]=4[C:19]=3[CH:18]=[CH:17][CH:16]=2)=[CH:9][CH:10]=1)(=[O:50])=[O:49], predict the reactants needed to synthesize it. The reactants are: [C:1]1([C:34]2[CH:39]=[CH:38][CH:37]=[CH:36][CH:35]=2)[CH:6]=[CH:5][CH:4]=[CH:3][C:2]=1[N:7]([C:15]1[C:20]2[O:21][C:22]3[C:27]([CH:28]4[CH2:33][CH2:32][CH2:31][CH2:30][CH2:29]4)=[CH:26][CH:25]=[CH:24][C:23]=3[C:19]=2[CH:18]=[CH:17][CH:16]=1)[C:8]1[CH:13]=[CH:12][C:11]([OH:14])=[CH:10][CH:9]=1.N1C=CC=CC=1.[F:46][C:47]([F:60])([F:59])[S:48](O[S:48]([C:47]([F:60])([F:59])[F:46])(=[O:50])=[O:49])(=[O:50])=[O:49]. (5) Given the product [C:1]([O:5][C:6]([NH:7][NH:8][CH2:16][C:15]1[CH:18]=[CH:19][C:12]([N:11]([CH3:20])[CH3:10])=[CH:13][CH:14]=1)=[O:9])([CH3:4])([CH3:3])[CH3:2], predict the reactants needed to synthesize it. The reactants are: [C:1]([O:5][C:6](=[O:9])[NH:7][NH2:8])([CH3:4])([CH3:3])[CH3:2].[CH3:10][N:11]([CH3:20])[C:12]1[CH:19]=[CH:18][C:15]([CH:16]=O)=[CH:14][CH:13]=1. (6) Given the product [C:17]([O:25][CH2:6][CH2:7][N:3]([CH3:1])[CH3:4])(=[O:18])[CH:16]=[CH2:20], predict the reactants needed to synthesize it. The reactants are: [CH:1]([N:3]1[CH2:7][CH2:6]C[C:4]1=O)=C.CN(CCCC=[C:16]([CH3:20])[C:17](N)=[O:18])C.CC(C(NCCC[N+](C)(C)C)=[O:25])=C.C=CN1C(=O)CCC1.[Cl-].